Predict the reaction yield, written as a fraction of the theoretical maximum amount of product (1.0 means a 100% yield; for example, 0.34 means a 34% yield). From a dataset of Reaction yield outcomes from USPTO patents with 853,638 reactions. (1) The reactants are [O:1]=[C:2]1[CH2:6][S:5][C:4](=[S:7])[N:3]1[NH:8][C:9]1[CH:17]=[CH:16][CH:15]=[CH:14][C:10]=1[C:11]([OH:13])=[O:12].[N:18]1([C:24]2[CH:29]=[CH:28][C:27]([C:30]3[O:34][C:33]([CH:35]=O)=[CH:32][CH:31]=3)=[CH:26][CH:25]=2)[CH2:23][CH2:22][O:21][CH2:20][CH2:19]1.C(O)(=O)C.C(O)(=O)C.C(N)CN.S([O-])(O)=O.[Na+]. The catalyst is CO. The product is [N:18]1([C:24]2[CH:25]=[CH:26][C:27]([C:30]3[O:34][C:33](/[CH:35]=[C:6]4\[C:2](=[O:1])[N:3]([NH:8][C:9]5[CH:17]=[CH:16][CH:15]=[CH:14][C:10]=5[C:11]([OH:13])=[O:12])[C:4](=[S:7])[S:5]\4)=[CH:32][CH:31]=3)=[CH:28][CH:29]=2)[CH2:19][CH2:20][O:21][CH2:22][CH2:23]1. The yield is 0.870. (2) The reactants are Cl.C(N=C=NCCCN(C)C)C.[CH2:13]([C:19]1[CH:20]=[C:21]2[C:26](=[CH:27][CH:28]=1)[C:25]([C:29]([OH:31])=O)=[CH:24][CH:23]=[CH:22]2)[CH2:14][CH2:15][CH2:16][CH2:17][CH3:18].[NH2:32][C:33]1[CH:34]=[C:35]([CH:44]=[CH:45][CH:46]=1)[O:36][CH2:37][C:38]([O:40][CH:41]([CH3:43])[CH3:42])=[O:39]. The catalyst is C(Cl)Cl. The product is [CH2:13]([C:19]1[CH:20]=[C:21]2[C:26](=[CH:27][CH:28]=1)[C:25]([C:29]([NH:32][C:33]1[CH:34]=[C:35]([CH:44]=[CH:45][CH:46]=1)[O:36][CH2:37][C:38]([O:40][CH:41]([CH3:42])[CH3:43])=[O:39])=[O:31])=[CH:24][CH:23]=[CH:22]2)[CH2:14][CH2:15][CH2:16][CH2:17][CH3:18]. The yield is 0.230. (3) The reactants are [NH2:1][CH2:2][CH2:3][C:4]1[C:9]2[O:10][CH2:11][C:12](=[O:14])[NH:13][C:8]=2[C:7]([OH:15])=[CH:6][CH:5]=1.[CH:16]1([N:22]([CH2:27][CH:28]=O)[C:23](=[O:26])[CH:24]=[CH2:25])[CH2:21][CH2:20][CH2:19][CH2:18][CH2:17]1.C(=O)(O)[O-].[Na+].[C:35](O[BH-](OC(=O)C)OC(=O)C)(=O)[CH3:36].[Na+].[C:57](O[C:57]([O:59][C:60]([CH3:63])(C)C)=[O:58])([O:59][C:60](C)(C)[CH3:63])=[O:58]. The catalyst is CN1C(=O)CCC1.C(OCC)(=O)C.O. The product is [CH2:60]([O:59][C:57](=[O:58])[N:1]([CH2:28][CH2:27][N:22]([CH:16]1[CH2:17][CH2:18][CH2:19][CH2:20][CH2:21]1)[C:23](=[O:26])[CH:24]=[CH2:25])[CH2:2][CH2:3][C:4]1[C:9]2[O:10][CH2:11][C:12](=[O:14])[NH:13][C:8]=2[C:7]([OH:15])=[CH:6][CH:5]=1)[CH2:63][CH2:35][CH3:36]. The yield is 0.170. (4) The reactants are Cl.[CH2:2]([O:4][C:5]([C:7]1[CH:8]=[N:9][N:10]([C:12](=[NH:14])[NH2:13])[CH:11]=1)=[O:6])[CH3:3].Cl[C:16]1[C:25](Cl)=[N:24][C:23]2[C:18](=[CH:19][CH:20]=[CH:21][CH:22]=2)[N:17]=1.C([O-])([O-])=O.[Cs+].[Cs+].Cl. The yield is 0.430. The catalyst is CN(C=O)C.O. The product is [CH2:2]([O:4][C:5]([C:7]1[CH:8]=[N:9][N:10]([C:12]2[NH:13][C:16]3=[N:17][C:18]4[C:23]([N:24]=[C:25]3[N:14]=2)=[CH:22][CH:21]=[CH:20][CH:19]=4)[CH:11]=1)=[O:6])[CH3:3]. (5) The reactants are [C:1]([OH:10])(=[O:9])/[CH:2]=[CH:3]\[CH:4]=[CH:5]\[C:6]([OH:8])=[O:7].II. The catalyst is C1COCC1. The product is [C:1]([OH:10])(=[O:9])/[CH:2]=[CH:3]/[CH:4]=[CH:5]/[C:6]([OH:8])=[O:7]. The yield is 0.860. (6) The reactants are [F:1][C:2]1[CH:26]=[C:25]([F:27])[CH:24]=[CH:23][C:3]=1[CH2:4][C@H:5]([CH2:21][CH3:22])[C:6](N1[C@H](C)[C@H](C2C=CC=CC=2)OC1=O)=[O:7].C1COCC1.[BH4-].[Na+]. The yield is 0.460. The catalyst is O. The product is [F:1][C:2]1[CH:26]=[C:25]([F:27])[CH:24]=[CH:23][C:3]=1[CH2:4][C@H:5]([CH2:21][CH3:22])[CH2:6][OH:7].